Task: Regression. Given a peptide amino acid sequence and an MHC pseudo amino acid sequence, predict their binding affinity value. This is MHC class I binding data.. Dataset: Peptide-MHC class I binding affinity with 185,985 pairs from IEDB/IMGT (1) The peptide sequence is YLKKLDDFY. The MHC is HLA-A69:01 with pseudo-sequence HLA-A69:01. The binding affinity (normalized) is 0.0847. (2) The peptide sequence is EFCDMLRLI. The MHC is HLA-B15:01 with pseudo-sequence HLA-B15:01. The binding affinity (normalized) is 0. (3) The binding affinity (normalized) is 0.368. The MHC is HLA-A02:06 with pseudo-sequence HLA-A02:06. The peptide sequence is FLFILLLCLI.